This data is from Experimental lipophilicity measurements (octanol/water distribution) for 4,200 compounds from AstraZeneca. The task is: Regression/Classification. Given a drug SMILES string, predict its absorption, distribution, metabolism, or excretion properties. Task type varies by dataset: regression for continuous measurements (e.g., permeability, clearance, half-life) or binary classification for categorical outcomes (e.g., BBB penetration, CYP inhibition). For this dataset (lipophilicity_astrazeneca), we predict Y. (1) The drug is CCN(CC)C(=O)c1ccc2[nH]c(-c3cc(C)cc(C)c3)c(CCNCCCCc3ccncc3)c2c1. The Y is 3.30 logD. (2) The drug is COc1ccc(C=C2SC(=O)NC2=O)cc1OC. The Y is 1.17 logD. (3) The compound is COc1ccnc(CCc2nc3cccnc3[nH]2)c1. The Y is 1.69 logD. (4) The molecule is NC1CCc2cc(OC(=O)c3ccccc3)c(OC(=O)c3ccccc3)cc2C1. The Y is 2.60 logD. (5) The Y is 1.36 logD. The compound is CCCSc1nc(N2CCCCC2C(=O)O)ccc1C(=O)NC1CCCCC1. (6) The molecule is Clc1ccc2c(c1)CCc1cccnc1C2=C1CCNCC1. The Y is 1.48 logD.